This data is from Full USPTO retrosynthesis dataset with 1.9M reactions from patents (1976-2016). The task is: Predict the reactants needed to synthesize the given product. (1) Given the product [Br:1][C:2]1[CH:3]=[C:4]([CH:12]=[CH:13][C:14]=1[F:15])[CH2:5][N:6]([CH:7]1[CH2:8][CH2:9][CH2:10][CH2:11]1)[C:22]([C:20]1[N:19]=[CH:18][N:17]([CH3:16])[CH:21]=1)=[O:23], predict the reactants needed to synthesize it. The reactants are: [Br:1][C:2]1[CH:3]=[C:4]([CH:12]=[CH:13][C:14]=1[F:15])[CH2:5][NH:6][CH:7]1[CH2:11][CH2:10][CH2:9][CH2:8]1.[CH3:16][N:17]1[CH:21]=[C:20]([C:22](O)=[O:23])[N:19]=[CH:18]1.C[NH3+].F[P-](F)(F)(F)(F)F.N1(OC(N(C)C)=[N+](C)C)C2N=CC=CC=2N=N1.F[P-](F)(F)(F)(F)F.C(N(C(C)C)CC)(C)C. (2) Given the product [C:24]([C:7]1[C:8]2[C:13](=[CH:12][CH:11]=[CH:10][C:9]=2[O:16][C:17]2[CH:18]=[CH:19][C:20]([F:23])=[CH:21][CH:22]=2)[C:14]([OH:15])=[C:5]([C:3]([NH:26][CH2:27][C:28]([OH:30])=[O:29])=[O:4])[N:6]=1)#[N:25], predict the reactants needed to synthesize it. The reactants are: CO[C:3]([C:5]1[N:6]=[C:7]([C:24]#[N:25])[C:8]2[C:13]([C:14]=1[OH:15])=[CH:12][CH:11]=[CH:10][C:9]=2[O:16][C:17]1[CH:22]=[CH:21][C:20]([F:23])=[CH:19][CH:18]=1)=[O:4].[NH2:26][CH2:27][C:28]([OH:30])=[O:29].C[O-].[Na+].CO.